Dataset: Forward reaction prediction with 1.9M reactions from USPTO patents (1976-2016). Task: Predict the product of the given reaction. Given the reactants [Br:1][C:2]1[CH:3]=[CH:4][C:5]([NH2:11])=[C:6]([CH:10]=1)[C:7]([OH:9])=O.[C:12]1([N:18]=[C:19]=[S:20])[CH:17]=[CH:16][CH:15]=[CH:14][CH:13]=1, predict the reaction product. The product is: [Br:1][C:2]1[CH:10]=[C:6]2[C:5](=[CH:4][CH:3]=1)[NH:11][C:19](=[S:20])[N:18]([C:12]1[CH:17]=[CH:16][CH:15]=[CH:14][CH:13]=1)[C:7]2=[O:9].